Task: Predict the reaction yield, written as a fraction of the theoretical maximum amount of product (1.0 means a 100% yield; for example, 0.34 means a 34% yield).. Dataset: Reaction yield outcomes from USPTO patents with 853,638 reactions (1) The reactants are [Cl:1][C:2]1[CH:3]=[CH:4][C:5]([N:22]2[CH2:27][CH2:26][CH2:25][CH2:24][CH2:23]2)=[C:6]([NH:8][C:9]([C:11]2[CH:12]=[N:13][N:14]3[CH:19]=[C:18]([O:20]C)[CH:17]=[N:16][C:15]=23)=[O:10])[CH:7]=1.C[S-].[Na+]. The catalyst is CN(C)C=O. The product is [Cl:1][C:2]1[CH:3]=[CH:4][C:5]([N:22]2[CH2:27][CH2:26][CH2:25][CH2:24][CH2:23]2)=[C:6]([NH:8][C:9]([C:11]2[CH:12]=[N:13][N:14]3[CH:19]=[C:18]([OH:20])[CH:17]=[N:16][C:15]=23)=[O:10])[CH:7]=1. The yield is 0.260. (2) The reactants are [CH:1]1([CH2:6][CH:7]([C:11]2[CH:16]=[CH:15][C:14]([NH:17][C:18](=[O:25])[CH2:19][C:20]3[S:21][CH:22]=[CH:23][CH:24]=3)=[CH:13][CH:12]=2)[C:8](O)=[O:9])[CH2:5][CH2:4][CH2:3][CH2:2]1.F[P-](F)(F)(F)(F)F.N1(O[P+](N(C)C)(N(C)C)N(C)C)C2C=CC=CC=2N=N1.[NH2:53][C:54]1[S:55][CH:56]=[CH:57][N:58]=1.C(N(CC)CC)C. The catalyst is C(Cl)Cl.O. The product is [CH:1]1([CH2:6][CH:7]([C:11]2[CH:16]=[CH:15][C:14]([NH:17][C:18](=[O:25])[CH2:19][C:20]3[S:21][CH:22]=[CH:23][CH:24]=3)=[CH:13][CH:12]=2)[C:8]([NH:53][C:54]2[S:55][CH:56]=[CH:57][N:58]=2)=[O:9])[CH2:5][CH2:4][CH2:3][CH2:2]1. The yield is 0.878. (3) The reactants are I[C:2]1[C:3]([NH:8][C:9](=[O:14])[C:10]([CH3:13])([CH3:12])[CH3:11])=[N:4][CH:5]=[CH:6][CH:7]=1.[Br:15][C:16]1[CH:17]=[N:18][NH:19][CH:20]=1.[C@@H]1(N)CCCC[C@H]1N.C(=O)([O-])[O-].[K+].[K+]. The catalyst is [Cu]I.C1(C)C=CC=CC=1. The product is [Br:15][C:16]1[CH:17]=[N:18][N:19]([C:2]2[C:3]([NH:8][C:9](=[O:14])[C:10]([CH3:13])([CH3:12])[CH3:11])=[N:4][CH:5]=[CH:6][CH:7]=2)[CH:20]=1. The yield is 0.520. (4) The reactants are [Br:1][C:2]1[C:7]2[N:8]=[C:9]([CH3:11])[NH:10][C:6]=2[CH:5]=[C:4]([NH2:12])[CH:3]=1.Br[CH2:14][CH2:15][O:16][CH2:17][CH2:18]Br.CCN(C(C)C)C(C)C. The catalyst is C(O)CO.O. The product is [Br:1][C:2]1[C:7]2[N:8]=[C:9]([CH3:11])[NH:10][C:6]=2[CH:5]=[C:4]([N:12]2[CH2:18][CH2:17][O:16][CH2:15][CH2:14]2)[CH:3]=1. The yield is 0.580. (5) The reactants are [CH:1]1([CH2:4][CH:5]([C:22]2[CH:31]=[CH:30][C:25]([C:26](OC)=[O:27])=[CH:24][CH:23]=2)[O:6][C:7]2[CH:12]=[CH:11][C:10]([N:13]3[CH:17]=[C:16]([C:18]([F:21])([F:20])[F:19])[CH:15]=[N:14]3)=[CH:9][CH:8]=2)[CH2:3][CH2:2]1.O.[OH-].[Li+].Cl.F[P-](F)(F)(F)(F)F.N1(OC(N(C)C)=[N+](C)C)C2N=CC=CC=2N=N1.CN1CCOCC1.[NH2:67][CH2:68][CH2:69][C:70]([O:72][CH3:73])=[O:71]. The catalyst is CO.O. The product is [CH:1]1([CH2:4][CH:5]([C:22]2[CH:31]=[CH:30][C:25]([C:26]([NH:67][CH2:68][CH2:69][C:70]([O:72][CH3:73])=[O:71])=[O:27])=[CH:24][CH:23]=2)[O:6][C:7]2[CH:8]=[CH:9][C:10]([N:13]3[CH:17]=[C:16]([C:18]([F:20])([F:21])[F:19])[CH:15]=[N:14]3)=[CH:11][CH:12]=2)[CH2:3][CH2:2]1. The yield is 0.760.